From a dataset of Forward reaction prediction with 1.9M reactions from USPTO patents (1976-2016). Predict the product of the given reaction. (1) Given the reactants Br[C:2]1[C:3]2[C:8]([C:9]3[CH:10]=[CH:11][CH:12]=[CH:13][C:14]=3[CH:15]=1)=[CH:7][CH:6]=[CH:5][CH:4]=2.[NH2:16][C:17]1[C:18]2[C:23]([C:24]3[CH:25]=[CH:26][CH:27]=[CH:28][C:29]=3[CH:30]=1)=[CH:22][CH:21]=[CH:20][CH:19]=2, predict the reaction product. The product is: [CH:13]1[C:14]2[CH:15]=[C:2]([NH:16][C:17]3[C:18]4[C:23]([C:24]5[CH:25]=[CH:26][CH:27]=[CH:28][C:29]=5[CH:30]=3)=[CH:22][CH:21]=[CH:20][CH:19]=4)[C:3]3[C:8](=[CH:7][CH:6]=[CH:5][CH:4]=3)[C:9]=2[CH:10]=[CH:11][CH:12]=1. (2) The product is: [F:6][C:7]([F:17])=[C:8]([CH3:16])[CH2:9][CH2:10][CH2:11][CH2:12][OH:13]. Given the reactants O1CCCC1.[F:6][C:7]([F:17])=[C:8]([CH3:16])[CH2:9][CH2:10][CH2:11][C:12](OC)=[O:13].[BH4-].[Na+].CO, predict the reaction product. (3) Given the reactants [F:1][C:2]1[CH:10]=[CH:9][C:8]2[C:4](=[CH:5][N:6]([CH3:11])[N:7]=2)[C:3]=1[C@@H:12]1[CH2:14][C@H:13]1[C:15](OCC)=[O:16].[H-].C([Al+]CC(C)C)C(C)C.O, predict the reaction product. The product is: [F:1][C:2]1[CH:10]=[CH:9][C:8]2[C:4](=[CH:5][N:6]([CH3:11])[N:7]=2)[C:3]=1[C@@H:12]1[CH2:14][C@H:13]1[CH2:15][OH:16]. (4) Given the reactants [CH:1]1([C:4]2[CH:29]=[CH:28][C:7]3[NH:8][C:9]4[CH:26]=[C:25]([F:27])[CH:24]=[CH:23][C:10]=4[N:11]=[C:12]([N:13]4[CH2:18][CH2:17][NH:16][C@@H:15]([CH2:19][CH2:20][O:21][CH3:22])[CH2:14]4)[C:6]=3[CH:5]=2)[CH2:3][CH2:2]1.[C:30](O[BH-]([O:39][C:40](=[O:42])[CH3:41])[O:39][C:40](=[O:42])[CH3:41])(=O)[CH3:30].[Na+].C=[O:45], predict the reaction product. The product is: [NH3:8].[C:40]([OH:39])(=[O:42])[CH2:41][CH2:19][C:20]([OH:21])=[O:45].[CH:1]1([C:4]2[CH:29]=[CH:28][C:7]3[NH:8][C:9]4[CH:26]=[C:25]([F:27])[CH:24]=[CH:23][C:10]=4[N:11]=[C:12]([N:13]4[CH2:18][CH2:17][N:16]([CH3:30])[C@@H:15]([CH2:19][CH2:20][O:21][CH3:22])[CH2:14]4)[C:6]=3[CH:5]=2)[CH2:2][CH2:3]1. (5) Given the reactants [CH3:1][O:2][C:3]1[CH:10]=[CH:9][C:8]([CH3:11])=[CH:7][C:4]=1[C:5]#[N:6], predict the reaction product. The product is: [CH3:1][O:2][C:3]1[CH:10]=[CH:9][C:8]([CH3:11])=[CH:7][C:4]=1[CH2:5][NH2:6]. (6) Given the reactants [OH:1]CCN1CCCC1.[CH:9]([N:12]([CH:15]([CH3:17])C)[CH2:13][CH3:14])([CH3:11])C.CS(Cl)(=O)=O.C([NH:26][C@:27]1([C:44](NC(C)(C)C)=[O:45])[C@@H:31]([CH2:32][CH2:33][CH2:34][B:35]2[O:39]C(C)(C)C(C)(C)[O:36]2)[CH2:30][NH:29][CH2:28]1)(=O)C, predict the reaction product. The product is: [NH2:26][C@:27]1([C:44]([OH:45])=[O:1])[C@@H:31]([CH2:32][CH2:33][CH2:34][B:35]([OH:36])[OH:39])[CH2:30][N:29]([CH2:17][CH2:15][N:12]2[CH2:9][CH2:11][CH2:14][CH2:13]2)[CH2:28]1. (7) Given the reactants [Cl:1][C:2]1[CH:7]=[C:6]([Cl:8])[CH:5]=[C:4]([Cl:9])[C:3]=1[N:10]=[C:11]=[O:12].[NH2:13][C:14]1[CH:15]=[C:16]([C:37]2[CH:42]=[CH:41][CH:40]=[CH:39][CH:38]=2)[CH:17]=[CH:18][C:19]=1[C:20]([NH:22][C@@H:23]([CH:31]1[CH2:36][CH2:35][CH2:34][CH2:33][CH2:32]1)[C:24]([O:26][C:27]([CH3:30])([CH3:29])[CH3:28])=[O:25])=[O:21], predict the reaction product. The product is: [CH:31]1([C@H:23]([NH:22][C:20]([C:19]2[CH:18]=[CH:17][C:16]([C:37]3[CH:42]=[CH:41][CH:40]=[CH:39][CH:38]=3)=[CH:15][C:14]=2[NH:13][C:11]([NH:10][C:3]2[C:2]([Cl:1])=[CH:7][C:6]([Cl:8])=[CH:5][C:4]=2[Cl:9])=[O:12])=[O:21])[C:24]([O:26][C:27]([CH3:29])([CH3:28])[CH3:30])=[O:25])[CH2:36][CH2:35][CH2:34][CH2:33][CH2:32]1. (8) Given the reactants [NH2:1][C:2]1[CH:29]=[CH:28][C:5]([C:6]([N:8]2[CH2:13][CH2:12][N:11]([CH2:14][C:15]3[CH:16]=[C:17]([CH:25]=[CH:26][CH:27]=3)[C:18]([NH:20][C:21]([CH3:24])([CH3:23])[CH3:22])=[O:19])[CH2:10][CH2:9]2)=[O:7])=[C:4]([Cl:30])[CH:3]=1.Cl[C:32](OC1C=CC([N+]([O-])=O)=CC=1)=[O:33].[CH2:44]([NH2:48])[CH:45]([CH3:47])[CH3:46], predict the reaction product. The product is: [C:21]([NH:20][C:18](=[O:19])[C:17]1[CH:25]=[CH:26][CH:27]=[C:15]([CH2:14][N:11]2[CH2:12][CH2:13][N:8]([C:6](=[O:7])[C:5]3[CH:28]=[CH:29][C:2]([NH:1][C:32]([NH:48][CH2:44][CH:45]([CH3:47])[CH3:46])=[O:33])=[CH:3][C:4]=3[Cl:30])[CH2:9][CH2:10]2)[CH:16]=1)([CH3:24])([CH3:23])[CH3:22]. (9) Given the reactants [CH:1]1([NH:4][C:5]2[CH:10]=[CH:9][N:8]3[CH:11]=[C:12]([C:14]4[CH:19]=[CH:18][C:17]([OH:20])=[CH:16][CH:15]=4)[N:13]=[C:7]3[CH:6]=2)[CH2:3][CH2:2]1.CC1C=CC(S(O[CH2:32][F:33])(=O)=O)=CC=1, predict the reaction product. The product is: [CH:1]1([NH:4][C:5]2[CH:10]=[CH:9][N:8]3[CH:11]=[C:12]([C:14]4[CH:19]=[CH:18][C:17]([O:20][CH2:32][F:33])=[CH:16][CH:15]=4)[N:13]=[C:7]3[CH:6]=2)[CH2:3][CH2:2]1. (10) The product is: [CH2:12]([O:1][C:2]1[CH:3]=[N:4][CH:5]=[C:6]([CH:11]=1)[C:7]([O:9][CH3:10])=[O:8])[C:13]1[CH:18]=[CH:17][CH:16]=[CH:15][CH:14]=1. Given the reactants [OH:1][C:2]1[CH:3]=[N:4][CH:5]=[C:6]([CH:11]=1)[C:7]([O:9][CH3:10])=[O:8].[CH2:12](Br)[C:13]1[CH:18]=[CH:17][CH:16]=[CH:15][CH:14]=1.C(=O)([O-])[O-].[K+].[K+], predict the reaction product.